From a dataset of Forward reaction prediction with 1.9M reactions from USPTO patents (1976-2016). Predict the product of the given reaction. Given the reactants [NH2:1][C:2]1[C:10]([Br:11])=[CH:9][C:5]([C:6]([OH:8])=O)=[CH:4][N:3]=1.[CH3:12][NH:13][CH2:14][CH2:15][CH3:16].Cl.CN(C)CCCN=C=NCC.C(=O)(O)[O-].[Na+], predict the reaction product. The product is: [NH2:1][C:2]1[C:10]([Br:11])=[CH:9][C:5]([C:6]([N:13]([CH3:12])[CH2:14][CH2:15][CH3:16])=[O:8])=[CH:4][N:3]=1.